This data is from Full USPTO retrosynthesis dataset with 1.9M reactions from patents (1976-2016). The task is: Predict the reactants needed to synthesize the given product. (1) Given the product [CH3:50][C:51]([NH:55][C:13]([C:12]1[C:7]([NH:6][C:1]([CH2:4][CH3:5])([CH3:2])[CH3:3])=[N:8][C:9]([C:16]([F:19])([F:18])[F:17])=[N:10][CH:11]=1)=[O:15])([C:53]#[CH:54])[CH3:52], predict the reactants needed to synthesize it. The reactants are: [C:1]([NH:6][C:7]1[C:12]([C:13]([OH:15])=O)=[CH:11][N:10]=[C:9]([C:16]([F:19])([F:18])[F:17])[N:8]=1)([CH2:4][CH3:5])([CH3:3])[CH3:2].CCN=C=NCCCN(C)C.C1C=CC2N(O)N=NC=2C=1.CCN(C(C)C)C(C)C.[CH3:50][C:51]([NH2:55])([C:53]#[CH:54])[CH3:52]. (2) The reactants are: Br[C:2]1[CH:19]=[CH:18][C:5]([C:6]([NH:8][CH2:9][C:10]2[CH:15]=[CH:14][CH:13]=[C:12]([O:16][CH3:17])[CH:11]=2)=[O:7])=[CH:4][CH:3]=1.[N:20]1[CH:25]=[CH:24][C:23](B(O)O)=[CH:22][CH:21]=1.C(=O)([O-])[O-].[Na+].[Na+].COCCOC. Given the product [CH3:17][O:16][C:12]1[CH:11]=[C:10]([CH:15]=[CH:14][CH:13]=1)[CH2:9][NH:8][C:6](=[O:7])[C:5]1[CH:18]=[CH:19][C:2]([C:23]2[CH:24]=[CH:25][N:20]=[CH:21][CH:22]=2)=[CH:3][CH:4]=1, predict the reactants needed to synthesize it. (3) Given the product [CH:23]([NH:26][C:18](=[O:20])[C:17]1[CH:21]=[CH:22][C:14]([O:13][CH2:12][C:11]2[C:7]([C:2]3[CH:3]=[CH:4][CH:5]=[CH:6][N:1]=3)=[N:8][O:9][CH:10]=2)=[N:15][CH:16]=1)([CH3:25])[CH3:24], predict the reactants needed to synthesize it. The reactants are: [N:1]1[CH:6]=[CH:5][CH:4]=[CH:3][C:2]=1[C:7]1[C:11]([CH2:12][O:13][C:14]2[CH:22]=[CH:21][C:17]([C:18]([OH:20])=O)=[CH:16][N:15]=2)=[CH:10][O:9][N:8]=1.[CH:23]([NH2:26])([CH3:25])[CH3:24]. (4) Given the product [CH3:1][CH:2]1[CH2:7][CH:6]([CH3:8])[CH2:5][N:4]([S:9]([C:12]2[CH:25]=[CH:24][C:23]3[N:22]([CH3:26])[C:21]4[C:16](=[CH:17][C:18]([S:27]([N:30]5[CH2:35][CH:34]([CH3:36])[CH2:33][CH:32]([CH3:37])[CH2:31]5)(=[O:29])=[O:28])=[CH:19][CH:20]=4)[C:15](=[S:48])[C:14]=3[CH:13]=2)(=[O:11])=[O:10])[CH2:3]1, predict the reactants needed to synthesize it. The reactants are: [CH3:1][CH:2]1[CH2:7][CH:6]([CH3:8])[CH2:5][N:4]([S:9]([C:12]2[CH:25]=[CH:24][C:23]3[N:22]([CH3:26])[C:21]4[C:16](=[CH:17][C:18]([S:27]([N:30]5[CH2:35][CH:34]([CH3:36])[CH2:33][CH:32]([CH3:37])[CH2:31]5)(=[O:29])=[O:28])=[CH:19][CH:20]=4)[C:15](=O)[C:14]=3[CH:13]=2)(=[O:11])=[O:10])[CH2:3]1.COC1C=CC(P2(SP(C3C=CC(OC)=CC=3)(=S)S2)=[S:48])=CC=1. (5) Given the product [CH:8]([Cl:11])([Cl:10])[Cl:9].[CH3:1][OH:2].[S:3](=[O:5])(=[O:4])([OH:7])[OH:6], predict the reactants needed to synthesize it. The reactants are: [CH3:1][OH:2].[S:3](=[O:7])(=[O:6])([OH:5])[OH:4].[CH:8]([Cl:11])([Cl:10])[Cl:9]. (6) Given the product [CH3:1][O:2][C:3]([C:5]1[C:13]2[O:12][C:11]([Cl:17])=[N:10][C:9]=2[CH:8]=[CH:7][CH:6]=1)=[O:4], predict the reactants needed to synthesize it. The reactants are: [CH3:1][O:2][C:3]([C:5]1[C:13]2[O:12][C:11](S)=[N:10][C:9]=2[CH:8]=[CH:7][CH:6]=1)=[O:4].S(Cl)([Cl:17])=O.CN(C=O)C.